Dataset: Reaction yield outcomes from USPTO patents with 853,638 reactions. Task: Predict the reaction yield, written as a fraction of the theoretical maximum amount of product (1.0 means a 100% yield; for example, 0.34 means a 34% yield). The reactants are [C:1]([N:5]1[C:9]([C:10]2[CH:15]=[CH:14][C:13]([O:16][CH3:17])=[CH:12][CH:11]=2)=[C:8]([C:18]([NH2:20])=O)[CH:7]=[N:6]1)([CH3:4])([CH3:3])[CH3:2].COC1C=CC(P2(SP(C3C=CC(OC)=CC=3)(=S)S2)=[S:30])=CC=1. The catalyst is C1COCC1. The product is [C:1]([N:5]1[C:9]([C:10]2[CH:15]=[CH:14][C:13]([O:16][CH3:17])=[CH:12][CH:11]=2)=[C:8]([C:18](=[S:30])[NH2:20])[CH:7]=[N:6]1)([CH3:4])([CH3:3])[CH3:2]. The yield is 0.530.